Dataset: Peptide-MHC class II binding affinity with 134,281 pairs from IEDB. Task: Regression. Given a peptide amino acid sequence and an MHC pseudo amino acid sequence, predict their binding affinity value. This is MHC class II binding data. (1) The peptide sequence is ISKISGEWYSIFLASD. The MHC is DRB4_0101 with pseudo-sequence DRB4_0103. The binding affinity (normalized) is 0. (2) The peptide sequence is ARILLLVPSISLLSQ. The MHC is DRB1_0701 with pseudo-sequence DRB1_0701. The binding affinity (normalized) is 0.192. (3) The peptide sequence is VKIEYSGTNNKTMAV. The MHC is HLA-DPA10103-DPB10401 with pseudo-sequence HLA-DPA10103-DPB10401. The binding affinity (normalized) is 0.201. (4) The peptide sequence is KTLEAAFTVSSKRNL. The MHC is HLA-DPA10201-DPB11401 with pseudo-sequence HLA-DPA10201-DPB11401. The binding affinity (normalized) is 0.787.